Dataset: Full USPTO retrosynthesis dataset with 1.9M reactions from patents (1976-2016). Task: Predict the reactants needed to synthesize the given product. (1) Given the product [NH2:26][C:18]1[C:17]([O:29][CH3:30])=[C:16]([N:11]([CH2:10][CH2:9][O:8][CH2:1][C:2]2[CH:3]=[CH:4][CH:5]=[CH:6][CH:7]=2)[S:12]([CH3:15])(=[O:14])=[O:13])[CH:21]=[C:20]([C:22]([CH3:25])([CH3:24])[CH3:23])[CH:19]=1, predict the reactants needed to synthesize it. The reactants are: [CH2:1]([O:8][CH2:9][CH2:10][N:11]([C:16]1[CH:21]=[C:20]([C:22]([CH3:25])([CH3:24])[CH3:23])[CH:19]=[C:18]([N+:26]([O-])=O)[C:17]=1[O:29][CH3:30])[S:12]([CH3:15])(=[O:14])=[O:13])[C:2]1[CH:7]=[CH:6][CH:5]=[CH:4][CH:3]=1.[NH4+].[Cl-]. (2) The reactants are: [F:1][C:2]([F:17])([F:16])[C:3]1[CH:8]=[CH:7][C:6]([C:9]2[CH:14]=[CH:13][NH:12][C:11](=[O:15])[CH:10]=2)=[CH:5][CH:4]=1.Br[C:19]1[CH:27]=[C:26]2[C:22]([C:23]3[CH2:32][CH2:31][N:30]([C:33]([O:35][C:36]([CH3:39])([CH3:38])[CH3:37])=[O:34])[CH2:29][C:24]=3[N:25]2[CH3:28])=[CH:21][CH:20]=1. Given the product [CH3:28][N:25]1[C:26]2[C:22](=[CH:21][CH:20]=[C:19]([N:12]3[CH:13]=[CH:14][C:9]([C:6]4[CH:5]=[CH:4][C:3]([C:2]([F:1])([F:16])[F:17])=[CH:8][CH:7]=4)=[CH:10][C:11]3=[O:15])[CH:27]=2)[C:23]2[CH2:32][CH2:31][N:30]([C:33]([O:35][C:36]([CH3:39])([CH3:38])[CH3:37])=[O:34])[CH2:29][C:24]1=2, predict the reactants needed to synthesize it. (3) Given the product [CH:1]1([CH:6]([C:27]2[CH:32]=[CH:31][C:30]([CH2:33][CH:34]([F:35])[F:36])=[CH:29][CH:28]=2)[C:7]([NH:9][C:10]2[CH:11]=[C:12]([CH:24]=[CH:25][CH:26]=2)[CH2:13][C:14]2([C:17]([O:19][C:20]([CH3:23])([CH3:21])[CH3:22])=[O:18])[CH2:16][CH2:15]2)=[O:8])[CH2:2][CH2:3][CH2:4][CH2:5]1, predict the reactants needed to synthesize it. The reactants are: [CH:1]1([CH:6]([C:27]2[CH:32]=[CH:31][C:30]([CH:33]=[C:34]([F:36])[F:35])=[CH:29][CH:28]=2)[C:7]([NH:9][C:10]2[CH:11]=[C:12]([CH:24]=[CH:25][CH:26]=2)[CH2:13][C:14]2([C:17]([O:19][C:20]([CH3:23])([CH3:22])[CH3:21])=[O:18])[CH2:16][CH2:15]2)=[O:8])[CH2:5][CH2:4][CH2:3][CH2:2]1. (4) Given the product [C:1]([O:5][C:6]([N:8]1[C:16]2[C:11](=[CH:12][CH:13]=[C:14]([N+:17]([O-:19])=[O:18])[CH:15]=2)[C:10]([C:21]2[CH:26]=[CH:25][CH:24]=[CH:23][CH:22]=2)=[N:9]1)=[O:7])([CH3:4])([CH3:3])[CH3:2], predict the reactants needed to synthesize it. The reactants are: [C:1]([O:5][C:6]([N:8]1[C:16]2[C:11](=[CH:12][CH:13]=[C:14]([N+:17]([O-:19])=[O:18])[CH:15]=2)[C:10](I)=[N:9]1)=[O:7])([CH3:4])([CH3:3])[CH3:2].[C:21]1(B(O)O)[CH:26]=[CH:25][CH:24]=[CH:23][CH:22]=1.O.ClCCl. (5) Given the product [CH3:13][N:12]([CH3:11])/[CH:14]=[C:8](\[C:5]1[O:6][CH:23]=[C:24]([CH2:19][CH3:25])[N:4]=1)/[C:9]#[N:10], predict the reactants needed to synthesize it. The reactants are: C(C1[N:4]=[C:5]([CH2:8][C:9]#[N:10])[O:6]C=1)C.[CH3:11][N:12]([CH:14](OC)OC)[CH3:13].[C:19]1([CH3:25])[CH:24]=[CH:23]C=CC=1. (6) Given the product [Cl:11][C:12]1[CH:13]=[C:14]2[C:19](=[CH:20][CH:21]=1)[N:18]=[C:17]([N:22]1[CH2:23][CH2:24][N:25]([CH3:28])[CH2:26][CH2:27]1)[N:16]=[C:15]2[CH2:29][NH:30][CH:1]=[O:3], predict the reactants needed to synthesize it. The reactants are: [CH:1]([OH:3])=O.C(OC(=O)C)(=O)C.[Cl:11][C:12]1[CH:13]=[C:14]2[C:19](=[CH:20][CH:21]=1)[N:18]=[C:17]([N:22]1[CH2:27][CH2:26][N:25]([CH3:28])[CH2:24][CH2:23]1)[N:16]=[C:15]2[CH2:29][NH2:30]. (7) Given the product [Br:16][C:6]1[C:5]2[C:10](=[CH:11][C:2]([S:1][CH2:20][CH2:21][S:22][CH3:23])=[CH:3][CH:4]=2)[C:9](=[O:12])[N:8]([CH:13]([CH3:14])[CH3:15])[N:7]=1, predict the reactants needed to synthesize it. The reactants are: [SH:1][C:2]1[CH:11]=[C:10]2[C:5]([C:6]([Br:16])=[N:7][N:8]([CH:13]([CH3:15])[CH3:14])[C:9]2=[O:12])=[CH:4][CH:3]=1.[H-].[Na+].Cl[CH2:20][CH2:21][S:22][CH3:23]. (8) Given the product [Si:12]([O:19][CH:20]1[CH2:23][N:22]([CH2:24][C@H:25]([OH:30])[C:26]([NH:11][C:6]2[CH:7]=[CH:8][CH:9]=[CH:10][N:5]=2)=[O:27])[CH2:21]1)([C:15]([CH3:18])([CH3:17])[CH3:16])([CH3:14])[CH3:13], predict the reactants needed to synthesize it. The reactants are: C[Al](C)C.[N:5]1[CH:10]=[CH:9][CH:8]=[CH:7][C:6]=1[NH2:11].[Si:12]([O:19][CH:20]1[CH2:23][N:22]([CH2:24][C@H:25]([OH:30])[C:26](OC)=[O:27])[CH2:21]1)([C:15]([CH3:18])([CH3:17])[CH3:16])([CH3:14])[CH3:13].[C@H](O)(C([O-])=O)[C@@H](O)C([O-])=O.[Na+].[K+]. (9) Given the product [C:1]([O:5][C:6](=[O:38])[C@@H:7]([CH:35]([CH3:36])[CH3:37])[N:8]([CH2:30][CH2:31][CH:32]([CH3:33])[CH3:34])[S:9]([C:12]1[CH:21]=[CH:20][C:19]2[C:14](=[CH:15][CH:16]=[C:17]([CH3:41])[CH:18]=2)[CH:13]=1)(=[O:10])=[O:11])([CH3:3])([CH3:4])[CH3:2], predict the reactants needed to synthesize it. The reactants are: [C:1]([O:5][C:6](=[O:38])[C@@H:7]([CH:35]([CH3:37])[CH3:36])[N:8]([CH2:30][CH2:31][CH:32]([CH3:34])[CH3:33])[S:9]([C:12]1[CH:21]=[CH:20][C:19]2[C:14](=[CH:15][CH:16]=[C:17](OS(C(F)(F)F)(=O)=O)[CH:18]=2)[CH:13]=1)(=[O:11])=[O:10])([CH3:4])([CH3:3])[CH3:2].[Cl-].[Li+].[CH3:41][Sn](C)(C)C.